This data is from Experimentally validated miRNA-target interactions with 360,000+ pairs, plus equal number of negative samples. The task is: Binary Classification. Given a miRNA mature sequence and a target amino acid sequence, predict their likelihood of interaction. (1) The miRNA is hsa-miR-6802-5p with sequence CUAGGUGGGGGGCUUGAAGC. The protein sequence of the target gene is MGPLPAPSCTQRITWKGLLLTASLLNFWNPPTTAEVTIEAQPPKVSEGKDVLLLVHNLPQNLPGYFWYKGEMTDLYHYIISYIVDGKIIIYGPAYSGRETVYSNASLLIQNVTRKDAGTYTLHIIKRGDETREEIRHFTFTLYLETPKPYISSSNLNPREAMEAVRLICDPETLDASYLWWMNGQSLPVTHRLQLSKTNRTLYLFGVTKYIAGPYECEIRNPVSASRSDPVTLNLLPKLPIPYITINNLNPRENKDVLAFTCEPKSENYTYIWWLNGQSLPVSPGVKRPIENRILILPSV.... Result: 0 (no interaction). (2) The miRNA is hsa-miR-3192-5p with sequence UCUGGGAGGUUGUAGCAGUGGAA. Result: 0 (no interaction). The protein sequence of the target gene is MSEDLAKQLASYKAQLQQVEAALSGNGENEDLLKLKKDLQEVIELTKDLLSTQPSETLASSDSFASTQPTHSWKVGDKCMAVWSEDGQCYEAEIEEIDEENGTAAITFAGYGNAEVTPLLNLKPVEEGRKAKEDSGNKPMSKKEMIAQQREYKKKKALKKAQRIKELEQEREDQKVKWQQFNNRAYSKNKKGQVKRSIFASPESVTGKVGVGTCGIADKPMTQYQDTSKYNVRHLMPQ. (3) The miRNA is hsa-miR-888-3p with sequence GACUGACACCUCUUUGGGUGAA. The protein sequence of the target gene is MAVNVYSTSVTSDNLSRHDMLAWINESLQLTLTKIEQLCSGAAYCQFMDMLFPGSVALKKVKFQAKLEHEYIQNFKVLQAGFKRMGVDKIIPVDKLVKGKFQDNFEFVQWFKKFFDANYDGKEYDPVAARQGQETVAPNLVAPVVNKPKKPLAPQRPIVAQRTPATPKGSTGMVKKAAGDDESAGLIEQINVLKLTVEDLEKERDFYFGKLRNIELICQENEGENDPVLQRIVEILYATDEGFVIPDEGAPQEEQEEY. Result: 0 (no interaction). (4) The miRNA is mmu-miR-3059-5p with sequence UUUCCUCUCUGCCCCAUAGGGU. The protein sequence of the target gene is MVVSELAARLNCAEYKNWVKAGHCLLLLRSCLQGFIDREVLSFHRGLLAAVPGLGPHATCRGGSRCSPRARQFQPQCQVCAEWKHEILRHHINRNGDVHWGNCKPGLWPKDPWEVAKAFMPRGLADKRGPEECDAVALLSLINSCDHFVVDRKKVTEVIKCRNEIMHSSEMKVSSTWLRDFQIKIQNFLNEFKNIPEIVAVYSRIEQLLTSDWAVHIPEEDERDGCEFEIGSYLSVSQIHEIEIELLKEKLQEMYLQAAEEEMLPEEISNQLDVVKGFLGSNTDLRNGLTEDLQKLESLH.... Result: 1 (interaction). (5) The miRNA is mmu-miR-329-3p with sequence AACACACCCAGCUAACCUUUUU. The protein sequence of the target gene is MNCSESQRLRTLLSRLLLELHHRGNASGLGAGPRPSMGMGVVPDPFVGREVTSAKGDDAYLYILLIMIFYACLAGGLILAYTRSRKLVEAKDEPSQACAEHEWAPGGALTADAEAAAGSQAEGRRQLASEGLPALAQGAERV. Result: 0 (no interaction). (6) The miRNA is hsa-miR-103a-2-5p with sequence AGCUUCUUUACAGUGCUGCCUUG. The protein sequence of the target gene is MNAAKVETSSMGMLQRADLTAADCLQEGEMGKKIQGKCFRIISTVSPVKLYCCYGVIMVLTVAVIALSVALSVRNKIPAMEDREPCYTACPSGWIGFGSKCFYFSEDMGNWTFSQSSCVASNSHLALFHSLEELNFLKRYKGTSDHWIGLHRASTQHPWIWTDNTEYSNLVLTRGGGECGFLSDNGISSGRSYTHRKWICSKFVSSCKSRVGSVPRHV. Result: 0 (no interaction). (7) The miRNA is hsa-miR-1253 with sequence AGAGAAGAAGAUCAGCCUGCA. The protein sequence of the target gene is MNLVVYLIQLFLAALLHLSAVKAAHIPKEGGKSKNDVIPFMDVYKKSACKTRELLVDIIQEYPDEIEHTYIPSCVVLMRCAGCCNDEALECVPTETRNVTMEVLRVKQRVSQHNFQLSFTEHTKCECRPKAEVKAKKENHCEPCSERRKRLYVQDPLTCKCSCKFTQMQCKSRQLELNERTCRCEKPR. Result: 0 (no interaction).